Regression. Given two drug SMILES strings and cell line genomic features, predict the synergy score measuring deviation from expected non-interaction effect. From a dataset of NCI-60 drug combinations with 297,098 pairs across 59 cell lines. (1) Drug 1: C1=CN(C(=O)N=C1N)C2C(C(C(O2)CO)O)O.Cl. Drug 2: CNC(=O)C1=NC=CC(=C1)OC2=CC=C(C=C2)NC(=O)NC3=CC(=C(C=C3)Cl)C(F)(F)F. Cell line: MALME-3M. Synergy scores: CSS=33.1, Synergy_ZIP=-10.2, Synergy_Bliss=-0.178, Synergy_Loewe=-43.4, Synergy_HSA=-0.498. (2) Drug 1: C1CCC(CC1)NC(=O)N(CCCl)N=O. Drug 2: CS(=O)(=O)CCNCC1=CC=C(O1)C2=CC3=C(C=C2)N=CN=C3NC4=CC(=C(C=C4)OCC5=CC(=CC=C5)F)Cl. Cell line: 786-0. Synergy scores: CSS=9.50, Synergy_ZIP=-5.98, Synergy_Bliss=-2.40, Synergy_Loewe=-4.45, Synergy_HSA=-2.89. (3) Synergy scores: CSS=10.7, Synergy_ZIP=-5.80, Synergy_Bliss=-0.846, Synergy_Loewe=-13.9, Synergy_HSA=-1.76. Drug 1: CCC1(CC2CC(C3=C(CCN(C2)C1)C4=CC=CC=C4N3)(C5=C(C=C6C(=C5)C78CCN9C7C(C=CC9)(C(C(C8N6C=O)(C(=O)OC)O)OC(=O)C)CC)OC)C(=O)OC)O.OS(=O)(=O)O. Drug 2: C1CCC(C(C1)N)N.C(=O)(C(=O)[O-])[O-].[Pt+4]. Cell line: UACC-257. (4) Drug 1: C1=C(C(=O)NC(=O)N1)N(CCCl)CCCl. Drug 2: CC1CCCC2(C(O2)CC(NC(=O)CC(C(C(=O)C(C1O)C)(C)C)O)C(=CC3=CSC(=N3)C)C)C. Cell line: SR. Synergy scores: CSS=78.4, Synergy_ZIP=9.97, Synergy_Bliss=10.4, Synergy_Loewe=10.5, Synergy_HSA=10.5. (5) Drug 1: CS(=O)(=O)C1=CC(=C(C=C1)C(=O)NC2=CC(=C(C=C2)Cl)C3=CC=CC=N3)Cl. Drug 2: CC12CCC(CC1=CCC3C2CCC4(C3CC=C4C5=CN=CC=C5)C)O. Cell line: HCC-2998. Synergy scores: CSS=-0.918, Synergy_ZIP=-3.80, Synergy_Bliss=-2.29, Synergy_Loewe=-6.56, Synergy_HSA=-4.76. (6) Cell line: SF-539. Drug 1: C1CN1P(=S)(N2CC2)N3CC3. Drug 2: CNC(=O)C1=NC=CC(=C1)OC2=CC=C(C=C2)NC(=O)NC3=CC(=C(C=C3)Cl)C(F)(F)F. Synergy scores: CSS=13.2, Synergy_ZIP=-4.30, Synergy_Bliss=-1.75, Synergy_Loewe=-39.4, Synergy_HSA=-4.37.